From a dataset of Full USPTO retrosynthesis dataset with 1.9M reactions from patents (1976-2016). Predict the reactants needed to synthesize the given product. (1) The reactants are: [CH3:1][CH:2]([CH2:6][C:7]1[CH:12]=[CH:11][C:10]([Cl:13])=[CH:9][CH:8]=1)[C:3]([OH:5])=O.C([N:17]([CH:20]([CH3:22])C)[CH2:18][CH3:19])(C)C.CN(C(ON1N=[N:38][C:33]2[CH:34]=[CH:35][CH:36]=[CH:37][C:32]1=2)=[N+](C)C)C.F[P-](F)(F)(F)(F)F.[CH3:47][CH2:48][O:49][C:50](C)=[O:51]. Given the product [CH2:48]([O:49][C:50]([C@@H:32]1[CH2:37][CH2:36][CH2:35][CH2:34][C@H:33]1[N:38]1[CH2:19][CH2:18][N:17]([C:3](=[O:5])[CH:2]([CH3:1])[CH2:6][C:7]2[CH:12]=[CH:11][C:10]([Cl:13])=[CH:9][CH:8]=2)[CH2:20][CH2:22]1)=[O:51])[CH3:47], predict the reactants needed to synthesize it. (2) The reactants are: C(OC(=O)C(OC1C=C(O)C=CC=1CCCC)(C)C)C.C(=O)([O-])[O-].[K+].[K+].C([O:29][C:30](=[O:66])[C:31]([O:34][C:35]1[CH:40]=[C:39]([O:41][CH2:42][CH2:43][C:44]2[N:45]=[C:46]([C:50]3[CH:55]=[CH:54][C:53]([C:56]4[CH:61]=[CH:60][CH:59]=[CH:58][CH:57]=4)=[CH:52][CH:51]=3)[O:47][C:48]=2[CH3:49])[CH:38]=[CH:37][C:36]=1[CH2:62][CH2:63][CH2:64][CH3:65])([CH3:33])[CH3:32])C.[OH-].[Na+]. Given the product [C:53]1([C:56]2[CH:57]=[CH:58][CH:59]=[CH:60][CH:61]=2)[CH:52]=[CH:51][C:50]([C:46]2[O:47][C:48]([CH3:49])=[C:44]([CH2:43][CH2:42][O:41][C:39]3[CH:38]=[CH:37][C:36]([CH2:62][CH2:63][CH2:64][CH3:65])=[C:35]([CH:40]=3)[O:34][C:31]([CH3:32])([CH3:33])[C:30]([OH:66])=[O:29])[N:45]=2)=[CH:55][CH:54]=1, predict the reactants needed to synthesize it.